Dataset: Forward reaction prediction with 1.9M reactions from USPTO patents (1976-2016). Task: Predict the product of the given reaction. (1) Given the reactants Cl[C:2]1[N:7]=[C:6]([C:8]2[C:9]([Cl:14])=[N:10][CH:11]=[CH:12][CH:13]=2)[C:5]([F:15])=[CH:4][N:3]=1.Cl.[CH3:17][NH2:18].C([O-])([O-])=O.[K+].[K+].C(O)(C(F)(F)F)=O, predict the reaction product. The product is: [Cl:14][C:9]1[C:8]([C:6]2[C:5]([F:15])=[CH:4][N:3]=[C:2]([NH:18][CH3:17])[N:7]=2)=[CH:13][CH:12]=[CH:11][N:10]=1. (2) Given the reactants [CH3:1][C:2]1([CH3:31])[C@H:4]([C:5](O[C@@H](C2C=CC=C(OC3C=CC=CC=3)C=2)C#N)=[O:6])[C@@H:3]1/[CH:24]=[C:25](\[Cl:30])/[C:26]([F:29])([F:28])[F:27].[Cl:32]/C(/C(F)(F)F)=C\[C@@H]1[C@H](C(O)=O)C1(C)C, predict the reaction product. The product is: [Cl:30]/[C:25](/[C:26]([F:29])([F:28])[F:27])=[CH:24]\[C@@H:3]1[C@H:4]([C:5]([Cl:32])=[O:6])[C:2]1([CH3:31])[CH3:1]. (3) Given the reactants ClC1C=C2C(C3(C(OC)CC(=O)CC3C3C=CC=C(Cl)C=3)C(=O)N2)=CC=1.[N-]=[N+]=[N-].[Na+].[Cl:31][C:32]1[CH:40]=[C:39]2[C:35]([C@:36]3([C@@H:47]([C:48]4[CH:53]=[CH:52][CH:51]=[C:50]([Cl:54])[CH:49]=4)[CH2:46][C:45](=[O:55])[NH:44][CH2:43][C@H:42]3[O:56][CH3:57])[C:37](=[O:41])[NH:38]2)=[CH:34][CH:33]=1, predict the reaction product. The product is: [Cl:31][C:32]1[CH:40]=[C:39]2[C:35]([C@@:36]3([C@H:47]([C:48]4[CH:53]=[CH:52][CH:51]=[C:50]([Cl:54])[CH:49]=4)[CH2:46][C:45](=[O:55])[NH:44][CH2:43][C@@H:42]3[O:56][CH3:57])[C:37](=[O:41])[NH:38]2)=[CH:34][CH:33]=1. (4) The product is: [N:1]1[CH:6]=[CH:5][CH:4]=[CH:3][C:2]=1[O:7][CH2:8][CH2:9][O:10][S:12]([CH3:11])(=[O:14])=[O:13]. Given the reactants [N:1]1[CH:6]=[CH:5][CH:4]=[CH:3][C:2]=1[O:7][CH2:8][CH2:9][OH:10].[CH3:11][S:12](Cl)(=[O:14])=[O:13].CCN(C(C)C)C(C)C, predict the reaction product. (5) Given the reactants CC1C=CC(S(O[CH2:12][CH:13]2[CH2:17][C:16]3[CH:18]=[C:19]([F:30])[CH:20]=[C:21]([C:22]4[CH:27]=[C:26]([Cl:28])[CH:25]=[CH:24][C:23]=4[Cl:29])[C:15]=3[O:14]2)(=O)=O)=CC=1.[CH3:31][NH2:32], predict the reaction product. The product is: [Cl:29][C:23]1[CH:24]=[CH:25][C:26]([Cl:28])=[CH:27][C:22]=1[C:21]1[C:15]2[O:14][CH:13]([CH2:12][NH:32][CH3:31])[CH2:17][C:16]=2[CH:18]=[C:19]([F:30])[CH:20]=1.